Regression/Classification. Given a drug SMILES string, predict its toxicity properties. Task type varies by dataset: regression for continuous values (e.g., LD50, hERG inhibition percentage) or binary classification for toxic/non-toxic outcomes (e.g., AMES mutagenicity, cardiotoxicity, hepatotoxicity). Dataset: skin_reaction. From a dataset of Skin sensitization/reaction prediction data. (1) The drug is CCCC=CC=O. The result is 1 (causes skin reaction). (2) The compound is CC(=O)CC(=O)c1cc(C)ccc1C. The result is 1 (causes skin reaction). (3) The compound is COc1ccc(C2(C#N)CCC(C(=O)O)CC2)cc1OC1CCCC1. The result is 0 (no skin reaction). (4) The drug is CC(C)(C)N(Cc1ccccc1)CC(O)c1ccc(O)c(CO)c1. The result is 0 (no skin reaction). (5) The molecule is C=C1C=CC(C(C)C)CC1. The result is 1 (causes skin reaction). (6) The compound is CC(=O)C1CCCCC1=O. The result is 0 (no skin reaction). (7) The molecule is Oc1c(Cl)c(Cl)c(Cl)c(Cl)c1Cl. The result is 1 (causes skin reaction).